From a dataset of Forward reaction prediction with 1.9M reactions from USPTO patents (1976-2016). Predict the product of the given reaction. (1) Given the reactants [C:1]([C:5]1[S:9][C:8]([C:10]([NH:12][C@@H:13]([CH2:24][C:25]2[CH:30]=[CH:29][C:28]([C:31]3[N:36]=[CH:35][C:34]([C:37]4[CH:42]=[CH:41][C:40]([O:43][CH2:44][CH2:45][CH2:46][CH2:47][CH2:48][CH2:49][CH3:50])=[CH:39][CH:38]=4)=[CH:33][N:32]=3)=[CH:27][CH:26]=2)[C:14]([N:16]2[CH2:19][CH:18]([C:20]([O:22]C)=[O:21])[CH2:17]2)=[O:15])=[O:11])=[CH:7][CH:6]=1)([CH3:4])([CH3:3])[CH3:2].S(=O)(=O)(O)O, predict the reaction product. The product is: [C:1]([C:5]1[S:9][C:8]([C:10]([NH:12][C@@H:13]([CH2:24][C:25]2[CH:30]=[CH:29][C:28]([C:31]3[N:36]=[CH:35][C:34]([C:37]4[CH:42]=[CH:41][C:40]([O:43][CH2:44][CH2:45][CH2:46][CH2:47][CH2:48][CH2:49][CH3:50])=[CH:39][CH:38]=4)=[CH:33][N:32]=3)=[CH:27][CH:26]=2)[C:14]([N:16]2[CH2:19][CH:18]([C:20]([OH:22])=[O:21])[CH2:17]2)=[O:15])=[O:11])=[CH:7][CH:6]=1)([CH3:4])([CH3:3])[CH3:2]. (2) Given the reactants [CH3:1][C:2]1[CH:3]=[CH:4][C:5](C(N)=O)=[N:6][CH:7]=1.[CH2:11]([N:13](CC)CC)C.FC(F)(F)C(OC(=O)C(F)(F)F)=O.O, predict the reaction product. The product is: [C:11]([C:4]1[CH:5]=[N:6][CH:7]=[C:2]([CH3:1])[CH:3]=1)#[N:13]. (3) Given the reactants [C:1]([O:4][C:5]1[CH:10]=[CH:9][CH:8]=[CH:7][C:6]=1[O:11][CH:12]([CH3:14])[CH3:13])(=[O:3])[CH3:2].[I:15]Cl, predict the reaction product. The product is: [C:1]([O:4][C:5]1[CH:10]=[C:9]([I:15])[CH:8]=[CH:7][C:6]=1[O:11][CH:12]([CH3:14])[CH3:13])(=[O:3])[CH3:2]. (4) Given the reactants [CH3:1][C:2]1[N:7]=[C:6]([N:8]2[CH2:13][CH2:12][CH:11]([CH2:14][CH2:15][N:16]3[C:20](=[O:21])[CH2:19][O:18][C:17]3=[O:22])[CH2:10][CH2:9]2)[CH:5]=[CH:4][CH:3]=1.[CH3:23][NH2:24], predict the reaction product. The product is: [CH3:1][C:2]1[N:7]=[C:6]([N:8]2[CH2:9][CH2:10][CH:11]([CH2:14][CH2:15][NH:16][C:17](=[O:22])[O:18][CH2:19][C:20]([NH:24][CH3:23])=[O:21])[CH2:12][CH2:13]2)[CH:5]=[CH:4][CH:3]=1. (5) Given the reactants C([N:4]([C@H:12]1[C@H:17]([O:18][CH2:19][C:20]2[CH:25]=[CH:24][CH:23]=[CH:22][CH:21]=2)[C@@H:16]([O:26][CH2:27][C:28]2[CH:33]=[CH:32][CH:31]=[CH:30][CH:29]=2)[C@@H:15]([CH2:34][O:35][CH2:36][C:37]2[CH:42]=[CH:41][CH:40]=[CH:39][CH:38]=2)[O:14][CH:13]1[O:43][CH2:44][C:45]1[CH:50]=[CH:49][CH:48]=[CH:47][CH:46]=1)[C:5](=[O:11])[O:6][C:7]([CH3:10])([CH3:9])[CH3:8])(=O)C.C[O-].[Na+], predict the reaction product. The product is: [CH2:44]([O:43][CH:13]1[C@@H:12]([NH:4][C:5](=[O:11])[O:6][C:7]([CH3:9])([CH3:10])[CH3:8])[C@H:17]([O:18][CH2:19][C:20]2[CH:21]=[CH:22][CH:23]=[CH:24][CH:25]=2)[C@@H:16]([O:26][CH2:27][C:28]2[CH:29]=[CH:30][CH:31]=[CH:32][CH:33]=2)[C@@H:15]([CH2:34][O:35][CH2:36][C:37]2[CH:38]=[CH:39][CH:40]=[CH:41][CH:42]=2)[O:14]1)[C:45]1[CH:50]=[CH:49][CH:48]=[CH:47][CH:46]=1.